From a dataset of Retrosynthesis with 50K atom-mapped reactions and 10 reaction types from USPTO. Predict the reactants needed to synthesize the given product. Given the product Cc1ccc(S(=O)(=O)OC2CCCS(=O)C2)cc1, predict the reactants needed to synthesize it. The reactants are: Cc1ccc(S(=O)(=O)Cl)cc1.O=S1CCCC(O)C1.